From a dataset of Forward reaction prediction with 1.9M reactions from USPTO patents (1976-2016). Predict the product of the given reaction. (1) Given the reactants [F:1][C:2]1[CH:7]=[C:6]([O:8][CH3:9])[CH:5]=[CH:4][C:3]=1[N:10]1[CH2:19][C:18]2[C:13](=[N:14][C:15]([NH:20][C:21]3[CH:26]=[CH:25][C:24]([F:27])=[CH:23][CH:22]=3)=[N:16][CH:17]=2)[N:12]([C@:28](O[SiH3])([CH3:46])[C:29](C2C=CC=CC=2)(C2C=CC=CC=2)C(C)(C)C)[C:11]1=[O:49].[F-].C([N+](CCCC)(CCCC)CCCC)CCC.[O:68]1CCCC1, predict the reaction product. The product is: [F:1][C:2]1[CH:7]=[C:6]([O:8][CH3:9])[CH:5]=[CH:4][C:3]=1[N:10]1[CH2:19][C:18]2[C:13](=[N:14][C:15]([NH:20][C:21]3[CH:22]=[CH:23][C:24]([F:27])=[CH:25][CH:26]=3)=[N:16][CH:17]=2)[N:12]([C@@H:28]([CH3:46])[CH2:29][OH:68])[C:11]1=[O:49]. (2) Given the reactants [N:1]1([C:6]2[CH:33]=[CH:32][C:9]([O:10][CH2:11][CH2:12][C@@H:13]3[CH2:15][C@@H:14]3[CH:16]3[CH2:21][CH2:20][N:19](C(OCC4C=CC=CC=4)=O)[CH2:18][CH2:17]3)=[CH:8][CH:7]=2)[CH:5]=[N:4][N:3]=[N:2]1, predict the reaction product. The product is: [N:1]1([C:6]2[CH:7]=[CH:8][C:9]([O:10][CH2:11][CH2:12][C@@H:13]3[CH2:15][C@@H:14]3[CH:16]3[CH2:21][CH2:20][NH:19][CH2:18][CH2:17]3)=[CH:32][CH:33]=2)[CH:5]=[N:4][N:3]=[N:2]1.